From a dataset of Reaction yield outcomes from USPTO patents with 853,638 reactions. Predict the reaction yield, written as a fraction of the theoretical maximum amount of product (1.0 means a 100% yield; for example, 0.34 means a 34% yield). (1) The reactants are [F:1][C:2]1[CH:3]=[C:4]([N+:13]([O-:15])=[O:14])[CH:5]=[C:6]2[C:11]=1[NH:10][C:9](=[O:12])[CH2:8][CH2:7]2.I[CH3:17]. The catalyst is CN(C=O)C.O. The product is [F:1][C:2]1[CH:3]=[C:4]([N+:13]([O-:15])=[O:14])[CH:5]=[C:6]2[C:11]=1[N:10]([CH3:17])[C:9](=[O:12])[CH2:8][CH2:7]2. The yield is 0.890. (2) The reactants are [Br:1][C:2]1[CH:3]=[C:4]2[C:8](=[CH:9][CH:10]=1)[NH:7][C:6](=[O:11])[CH2:5]2.[CH2:12]([N:14]([CH2:35][CH3:36])[CH2:15][CH2:16][CH2:17][NH:18][C:19]([C:21]1[C:25]([C:26]2[CH:31]=[CH:30][CH:29]=[CH:28][CH:27]=2)=[C:24]([CH:32]=O)[NH:23][C:22]=1[CH3:34])=[O:20])[CH3:13]. No catalyst specified. The product is [CH2:35]([N:14]([CH2:12][CH3:13])[CH2:15][CH2:16][CH2:17][NH:18][C:19]([C:21]1[C:25]([C:26]2[CH:31]=[CH:30][CH:29]=[CH:28][CH:27]=2)=[C:24]([CH:32]=[C:5]2[C:4]3[C:8](=[CH:9][CH:10]=[C:2]([Br:1])[CH:3]=3)[NH:7][C:6]2=[O:11])[NH:23][C:22]=1[CH3:34])=[O:20])[CH3:36]. The yield is 0.420. (3) The reactants are [CH3:1][O:2][C:3]1[CH:12]=[CH:11][C:10]2[C:5](=[C:6]([C:13](=[CH2:18])[C:14]([O:16][CH3:17])=[O:15])[CH:7]=[CH:8][CH:9]=2)[N:4]=1.[NH:19]1[CH2:24][CH2:23][CH:22]([NH:25][C:26](=[O:32])[O:27][C:28]([CH3:31])([CH3:30])[CH3:29])[CH2:21][CH2:20]1. The catalyst is CN(C=O)C.CN(C)C(=N)N(C)C. The product is [CH3:31][C:28]([O:27][C:26]([NH:25][CH:22]1[CH2:21][CH2:20][N:19]([CH2:18][CH:13]([C:6]2[CH:7]=[CH:8][CH:9]=[C:10]3[C:5]=2[N:4]=[C:3]([O:2][CH3:1])[CH:12]=[CH:11]3)[C:14]([O:16][CH3:17])=[O:15])[CH2:24][CH2:23]1)=[O:32])([CH3:29])[CH3:30]. The yield is 0.790.